Dataset: NCI-60 drug combinations with 297,098 pairs across 59 cell lines. Task: Regression. Given two drug SMILES strings and cell line genomic features, predict the synergy score measuring deviation from expected non-interaction effect. (1) Drug 1: CC1=C(C=C(C=C1)NC(=O)C2=CC=C(C=C2)CN3CCN(CC3)C)NC4=NC=CC(=N4)C5=CN=CC=C5. Drug 2: C1=CC=C(C(=C1)C(C2=CC=C(C=C2)Cl)C(Cl)Cl)Cl. Cell line: UACC62. Synergy scores: CSS=-1.47, Synergy_ZIP=-0.907, Synergy_Bliss=-3.79, Synergy_Loewe=-4.20, Synergy_HSA=-3.84. (2) Drug 1: C1=CN(C(=O)N=C1N)C2C(C(C(O2)CO)O)O.Cl. Drug 2: CC=C1C(=O)NC(C(=O)OC2CC(=O)NC(C(=O)NC(CSSCCC=C2)C(=O)N1)C(C)C)C(C)C. Cell line: SF-295. Synergy scores: CSS=38.1, Synergy_ZIP=-9.23, Synergy_Bliss=-5.97, Synergy_Loewe=-44.1, Synergy_HSA=-4.17. (3) Drug 1: CC1=C(C(CCC1)(C)C)C=CC(=CC=CC(=CC(=O)O)C)C. Drug 2: CCC1(C2=C(COC1=O)C(=O)N3CC4=CC5=C(C=CC(=C5CN(C)C)O)N=C4C3=C2)O.Cl. Cell line: MOLT-4. Synergy scores: CSS=84.6, Synergy_ZIP=3.25, Synergy_Bliss=5.70, Synergy_Loewe=-17.6, Synergy_HSA=6.34.